From a dataset of Reaction yield outcomes from USPTO patents with 853,638 reactions. Predict the reaction yield, written as a fraction of the theoretical maximum amount of product (1.0 means a 100% yield; for example, 0.34 means a 34% yield). The reactants are [Cl:1][C:2]1[CH:7]=[C:6]([C:8]2[N:9]=[C:10](O)[C:11]3[S:16][CH:15]=[CH:14][C:12]=3[N:13]=2)[C:5]([F:18])=[CH:4][N:3]=1.C(N(CC)CC)C.C(C1C=C(C(C)C)C=C(C(C)C)C=1S(Cl)(=O)=O)(C)C.[C:45]([N:52]1[CH2:56][CH2:55][C@@H:54]([NH2:57])[CH2:53]1)([O:47][C:48]([CH3:51])([CH3:50])[CH3:49])=[O:46]. The catalyst is CN(C1C=CN=CC=1)C.C(Cl)Cl.CC(N(C)C)=O. The product is [C:48]([O:47][C:45]([N:52]1[CH2:56][CH2:55][C@@H:54]([NH:57][C:10]2[C:11]3[S:16][CH:15]=[CH:14][C:12]=3[N:13]=[C:8]([C:6]3[C:5]([F:18])=[CH:4][N:3]=[C:2]([Cl:1])[CH:7]=3)[N:9]=2)[CH2:53]1)=[O:46])([CH3:51])([CH3:49])[CH3:50]. The yield is 0.730.